This data is from Peptide-MHC class II binding affinity with 134,281 pairs from IEDB. The task is: Regression. Given a peptide amino acid sequence and an MHC pseudo amino acid sequence, predict their binding affinity value. This is MHC class II binding data. (1) The peptide sequence is ECTLFESLRDEEA. The MHC is DRB5_0101 with pseudo-sequence DRB5_0101. The binding affinity (normalized) is 0.0640. (2) The peptide sequence is ASKVAATAANAAPAN. The MHC is DRB1_0901 with pseudo-sequence DRB1_0901. The binding affinity (normalized) is 0.237. (3) The peptide sequence is YIITPTNVSHIQSAVVSGRR. The MHC is DRB1_0405 with pseudo-sequence DRB1_0405. The binding affinity (normalized) is 0.643. (4) The peptide sequence is ESHGVAAVLFAATAA. The MHC is DRB1_1101 with pseudo-sequence DRB1_1101. The binding affinity (normalized) is 0.113. (5) The peptide sequence is EGATPEAKYDAYVAT. The MHC is HLA-DQA10501-DQB10201 with pseudo-sequence HLA-DQA10501-DQB10201. The binding affinity (normalized) is 0.159. (6) The peptide sequence is NYLALLVKYVNGDGD. The MHC is DRB1_0901 with pseudo-sequence DRB1_0901. The binding affinity (normalized) is 0.511. (7) The peptide sequence is AFKVAATAANAAPKN. The MHC is DRB1_0701 with pseudo-sequence DRB1_0701. The binding affinity (normalized) is 0.713.